From a dataset of NCI-60 drug combinations with 297,098 pairs across 59 cell lines. Regression. Given two drug SMILES strings and cell line genomic features, predict the synergy score measuring deviation from expected non-interaction effect. (1) Drug 1: COC1=NC(=NC2=C1N=CN2C3C(C(C(O3)CO)O)O)N. Drug 2: C1C(C(OC1N2C=NC3=C2NC=NCC3O)CO)O. Cell line: PC-3. Synergy scores: CSS=0.695, Synergy_ZIP=-0.885, Synergy_Bliss=-2.43, Synergy_Loewe=-0.850, Synergy_HSA=-2.78. (2) Drug 1: C1=CC(=CC=C1C#N)C(C2=CC=C(C=C2)C#N)N3C=NC=N3. Drug 2: C1=CN(C=N1)CC(O)(P(=O)(O)O)P(=O)(O)O. Cell line: T-47D. Synergy scores: CSS=1.73, Synergy_ZIP=-1.68, Synergy_Bliss=-1.03, Synergy_Loewe=-4.16, Synergy_HSA=-2.52. (3) Cell line: LOX IMVI. Synergy scores: CSS=37.4, Synergy_ZIP=-3.62, Synergy_Bliss=0.540, Synergy_Loewe=-3.98, Synergy_HSA=-0.106. Drug 1: C1CCC(CC1)NC(=O)N(CCCl)N=O. Drug 2: C1CC(=O)NC(=O)C1N2C(=O)C3=CC=CC=C3C2=O. (4) Drug 1: C1CC(=O)NC(=O)C1N2CC3=C(C2=O)C=CC=C3N. Drug 2: COC1=NC(=NC2=C1N=CN2C3C(C(C(O3)CO)O)O)N. Cell line: LOX IMVI. Synergy scores: CSS=-4.97, Synergy_ZIP=1.64, Synergy_Bliss=0.240, Synergy_Loewe=-6.85, Synergy_HSA=-4.64.